From a dataset of Full USPTO retrosynthesis dataset with 1.9M reactions from patents (1976-2016). Predict the reactants needed to synthesize the given product. (1) Given the product [NH2:11][C:12]1[N:16]([CH3:17])[N:15]=[C:14]([C:1]#[N:2])[C:13]=1[N+:19]([O-:21])=[O:20], predict the reactants needed to synthesize it. The reactants are: [C:1]([Cu])#[N:2].C([NH:11][C:12]1[N:16]([CH3:17])[N:15]=[C:14](Br)[C:13]=1[N+:19]([O-:21])=[O:20])C1C=CC=CC=1. (2) Given the product [ClH:1].[CH3:27][N:3]([CH3:2])[CH:4]1[CH2:5][CH2:6][N:7]([C:10](=[O:26])[CH2:11][CH2:12][C:13]2[N:14]([CH2:18][C:19]([O:21][CH2:22][CH:23]3[CH2:25][CH2:24]3)=[O:20])[CH:15]=[CH:16][N:17]=2)[CH2:8][CH2:9]1, predict the reactants needed to synthesize it. The reactants are: [ClH:1].[CH3:2][N:3]([CH3:27])[CH:4]1[CH2:9][CH2:8][N:7]([C:10](=[O:26])[CH2:11][CH2:12][C:13]2[N:14]([CH2:18][C:19]([O:21][CH2:22][CH:23]3[CH2:25][CH2:24]3)=[O:20])[CH:15]=[CH:16][N:17]=2)[CH2:6][CH2:5]1. (3) Given the product [CH3:12][O:13][CH2:14][CH2:15][NH:16][S:8]([C:5]1[CH:6]=[CH:7][C:2]([I:1])=[CH:3][CH:4]=1)(=[O:10])=[O:9], predict the reactants needed to synthesize it. The reactants are: [I:1][C:2]1[CH:7]=[CH:6][C:5]([S:8](Cl)(=[O:10])=[O:9])=[CH:4][CH:3]=1.[CH3:12][O:13][CH2:14][CH2:15][NH2:16].C(N(CC)CC)C. (4) Given the product [OH:8][C:9]1[CH:14]=[C:13]([C:15]2[CH:19]=[CH:18][NH:17][N:16]=2)[CH:12]=[CH:11][C:10]=1[N:29]1[S:33](=[O:35])(=[O:34])[NH:32][C:31](=[O:36])[CH2:30]1, predict the reactants needed to synthesize it. The reactants are: C([O:8][C:9]1[CH:14]=[C:13]([C:15]2[CH:19]=[CH:18][N:17](COCC3C=CC=CC=3)[N:16]=2)[CH:12]=[CH:11][C:10]=1[N:29]1[S:33](=[O:35])(=[O:34])[NH:32][C:31](=[O:36])[CH2:30]1)C1C=CC=CC=1. (5) The reactants are: [C:1]([C:3]1[CH:4]=[N:5][CH:6]=[CH:7][C:8]=1[C:9]1[O:10][C:11]2[CH:17]=[CH:16][C:15]([C:18]([F:21])([F:20])[F:19])=[CH:14][C:12]=2[N:13]=1)#[CH:2].[H][H]. Given the product [CH2:1]([C:3]1[CH:4]=[N:5][CH:6]=[CH:7][C:8]=1[C:9]1[O:10][C:11]2[CH:17]=[CH:16][C:15]([C:18]([F:20])([F:21])[F:19])=[CH:14][C:12]=2[N:13]=1)[CH3:2], predict the reactants needed to synthesize it. (6) Given the product [OH:39][C@@H:37]([CH3:38])[C:35]([N:1]1[CH2:2][CH2:3][CH:4]([CH2:7][NH:8][C:9]([C:11]2[C:15]3[N:16]=[CH:17][N:18]=[C:19]([C:20]4[C:28]5[O:27][CH2:26][O:25][C:24]=5[CH:23]=[CH:22][C:21]=4[O:29][CH2:30][CH:31]4[CH2:32][CH2:33]4)[C:14]=3[NH:13][CH:12]=2)=[O:10])[CH2:5][CH2:6]1)=[O:36], predict the reactants needed to synthesize it. The reactants are: [NH:1]1[CH2:6][CH2:5][CH:4]([CH2:7][NH:8][C:9]([C:11]2[C:15]3[N:16]=[CH:17][N:18]=[C:19]([C:20]4[C:28]5[O:27][CH2:26][O:25][C:24]=5[CH:23]=[CH:22][C:21]=4[O:29][CH2:30][CH:31]4[CH2:33][CH2:32]4)[C:14]=3[NH:13][CH:12]=2)=[O:10])[CH2:3][CH2:2]1.Cl[C:35]([C@@H:37]([O:39]C(=O)C)[CH3:38])=[O:36]. (7) Given the product [CH2:21]([C:11]1[C:12]2[CH2:13][CH2:14][C:15]([CH3:19])([CH3:20])[CH2:16][C:17]=2[C:18]2[C:6]3[C:7](=[C:2]([NH:33][CH2:32][CH2:31][N:25]4[CH2:30][CH2:29][O:28][CH2:27][CH2:26]4)[N:3]=[CH:4][N:5]=3)[S:8][C:9]=2[N:10]=1)[CH:22]([CH3:23])[CH3:24], predict the reactants needed to synthesize it. The reactants are: Cl[C:2]1[C:7]2[S:8][C:9]3[N:10]=[C:11]([CH2:21][CH:22]([CH3:24])[CH3:23])[C:12]4[CH2:13][CH2:14][C:15]([CH3:20])([CH3:19])[CH2:16][C:17]=4[C:18]=3[C:6]=2[N:5]=[CH:4][N:3]=1.[N:25]1([CH2:31][CH2:32][NH2:33])[CH2:30][CH2:29][O:28][CH2:27][CH2:26]1.